From a dataset of Ames mutagenicity test results for genotoxicity prediction. Regression/Classification. Given a drug SMILES string, predict its toxicity properties. Task type varies by dataset: regression for continuous values (e.g., LD50, hERG inhibition percentage) or binary classification for toxic/non-toxic outcomes (e.g., AMES mutagenicity, cardiotoxicity, hepatotoxicity). Dataset: ames. (1) The compound is CCCC(=O)OC1CCCCC1. The result is 0 (non-mutagenic). (2) The molecule is c1cnc2c(c1)C1OC1C1OC21. The result is 0 (non-mutagenic). (3) The compound is Cc1cc(C)c(N=Nc2c(O)c(S(=O)(=O)O)cc3cc(S(=O)(=O)O)ccc23)cc1C. The result is 0 (non-mutagenic). (4) The result is 0 (non-mutagenic). The drug is CCCCCCCCCCCCCCC1CO1. (5) The compound is C=C(C)C(=O)OCC. The result is 0 (non-mutagenic). (6) The drug is CCCCCCCC/C=C/CCCCCCCC(=O)O. The result is 0 (non-mutagenic).